Dataset: Reaction yield outcomes from USPTO patents with 853,638 reactions. Task: Predict the reaction yield, written as a fraction of the theoretical maximum amount of product (1.0 means a 100% yield; for example, 0.34 means a 34% yield). (1) The reactants are [CH3:1][O:2][C:3]1[C:4](C(O)=O)=[CH:5][C:6]2[C:11]([CH:12]=1)=[CH:10][CH:9]=[CH:8][CH:7]=2.CC[N:18]([CH2:21]C)CC.C1C=CC(P(N=[N+]=[N-])(C2C=CC=CC=2)=[O:30])=CC=1.[CH2:40]([OH:47])[C:41]1[CH:46]=[CH:45][CH:44]=[CH:43][CH:42]=1. The yield is 1.00. The product is [C:21]([NH:18][C:5]1[C:6]2[C:11](=[CH:10][CH:9]=[CH:8][CH:7]=2)[CH:12]=[C:3]([O:2][CH3:1])[CH:4]=1)([O:47][CH2:40][C:41]1[CH:46]=[CH:45][CH:44]=[CH:43][CH:42]=1)=[O:30]. The catalyst is C1(C)C=CC=CC=1. (2) The reactants are [CH3:1][O:2][C:3]1[CH:12]=[C:11]2[C:6]([C:7](=O)[NH:8][CH:9]=[N:10]2)=[C:5]([O:14][CH:15]2[CH2:19][CH2:18][O:17][CH2:16]2)[CH:4]=1.[Cl:20][C:21]1[CH:22]=[C:23]([CH:25]=[CH:26][C:27]=1[F:28])[NH2:24]. No catalyst specified. The product is [Cl:20][C:21]1[CH:22]=[C:23]([CH:25]=[CH:26][C:27]=1[F:28])[NH:24][C:7]1[C:6]2[C:11](=[CH:12][C:3]([O:2][CH3:1])=[CH:4][C:5]=2[O:14][CH:15]2[CH2:19][CH2:18][O:17][CH2:16]2)[N:10]=[CH:9][N:8]=1. The yield is 0.440. (3) The reactants are [C:1]([O:5][C:6]([N:8]1[CH2:13][CH2:12][CH:11]([O:14][C:15]2[CH:20]=[CH:19][C:18]([N+:21]([O-])=O)=[CH:17][N:16]=2)[CH2:10][CH2:9]1)=[O:7])([CH3:4])([CH3:3])[CH3:2]. The product is [C:1]([O:5][C:6]([N:8]1[CH2:9][CH2:10][CH:11]([O:14][C:15]2[CH:20]=[CH:19][C:18]([NH2:21])=[CH:17][N:16]=2)[CH2:12][CH2:13]1)=[O:7])([CH3:4])([CH3:2])[CH3:3]. The yield is 0.860. The catalyst is [Pd].C(O)C. (4) The reactants are [CH3:1][O:2][CH2:3][CH2:4][NH:5][C:6]1[CH:16]=[CH:15][C:9]([C:10]([O:12]CC)=[O:11])=[CH:8][C:7]=1[N+:17]([O-:19])=[O:18].[OH-].[Na+].Cl. The catalyst is C(O)C. The product is [CH3:1][O:2][CH2:3][CH2:4][NH:5][C:6]1[CH:16]=[CH:15][C:9]([C:10]([OH:12])=[O:11])=[CH:8][C:7]=1[N+:17]([O-:19])=[O:18]. The yield is 0.930. (5) The reactants are Br[C:2]1[CH:7]=[CH:6][CH:5]=[C:4]([N+:8]([O-:10])=[O:9])[C:3]=1[NH:11][C:12](=[O:14])[CH3:13].C([Sn](CCCC)(CCCC)[C:20]1[CH:25]=[CH:24][CH:23]=[CH:22][N:21]=1)CCC.C(=O)(O)[O-].[Na+]. The catalyst is C1(C)C=CC=CC=1.C1C=CC([P]([Pd]([P](C2C=CC=CC=2)(C2C=CC=CC=2)C2C=CC=CC=2)([P](C2C=CC=CC=2)(C2C=CC=CC=2)C2C=CC=CC=2)[P](C2C=CC=CC=2)(C2C=CC=CC=2)C2C=CC=CC=2)(C2C=CC=CC=2)C2C=CC=CC=2)=CC=1. The product is [N+:8]([C:4]1[CH:5]=[CH:6][CH:7]=[C:2]([C:20]2[CH:25]=[CH:24][CH:23]=[CH:22][N:21]=2)[C:3]=1[NH:11][C:12](=[O:14])[CH3:13])([O-:10])=[O:9]. The yield is 0.920. (6) The reactants are CO[C:3](=[O:17])[C:4]1[C:9]([C:10]([F:13])([F:12])[F:11])=[CH:8][C:7]([Cl:14])=[CH:6][C:5]=1[CH2:15]Br.[CH2:18]([C:20]1[CH:27]=[CH:26][C:23]([CH2:24][NH2:25])=[CH:22][CH:21]=1)[CH3:19].C([O-])([O-])=O.[K+].[K+].C(OCC)(=O)C. The catalyst is C1(C)C=CC=CC=1.CCCCCC. The product is [Cl:14][C:7]1[CH:6]=[C:5]2[C:4](=[C:9]([C:10]([F:11])([F:12])[F:13])[CH:8]=1)[C:3](=[O:17])[N:25]([CH2:24][C:23]1[CH:26]=[CH:27][C:20]([CH2:18][CH3:19])=[CH:21][CH:22]=1)[CH2:15]2. The yield is 0.280.